This data is from Reaction yield outcomes from USPTO patents with 853,638 reactions. The task is: Predict the reaction yield, written as a fraction of the theoretical maximum amount of product (1.0 means a 100% yield; for example, 0.34 means a 34% yield). The reactants are C(=O)([O-])[O-].[Cs+].[Cs+].[Br:7][C:8]1[CH:9]=[C:10]2[C:15](=[CH:16][CH:17]=1)[N:14]=[CH:13][CH:12]=[C:11]2[CH2:18][C:19](=[N:27][N:28]1[CH2:32][CH2:31][CH2:30][C:29]1=O)[C:20]1[CH:25]=[CH:24][CH:23]=[C:22]([CH3:26])[N:21]=1. The catalyst is CN(C)C=O. The product is [Br:7][C:8]1[CH:9]=[C:10]2[C:15](=[CH:16][CH:17]=1)[N:14]=[CH:13][CH:12]=[C:11]2[C:18]1[C:19]([C:20]2[CH:25]=[CH:24][CH:23]=[C:22]([CH3:26])[N:21]=2)=[N:27][N:28]2[CH2:32][CH2:31][CH2:30][C:29]=12. The yield is 0.712.